This data is from Retrosynthesis with 50K atom-mapped reactions and 10 reaction types from USPTO. The task is: Predict the reactants needed to synthesize the given product. (1) Given the product C[C@H](CCCC(C)(C)O)[C@H]1CC[C@H]2[C@@H]3CC[C@@]4(O)C[C@@H](O)CC[C@]4(C)[C@H]3CC[C@@]21C, predict the reactants needed to synthesize it. The reactants are: CC(=O)O[C@H]1CC[C@]2(C)[C@H]3CC[C@@]4(C)[C@@H](CC[C@@H]4[C@H](C)CCCC(C)(C)O)[C@@H]3CC[C@@]2(O)C1. (2) Given the product Oc1cc(C2=C(CCCCCCBr)c3cc(F)c(O)cc3CCC2)ccc1F, predict the reactants needed to synthesize it. The reactants are: BrC(Br)(Br)Br.OCCCCCCC1=C(c2ccc(F)c(O)c2)CCCc2cc(O)c(F)cc21. (3) The reactants are: CC(C)(C)C(=O)Cl.COC(=O)Cc1cc(Cl)cc(Oc2ccc(N)cc2CSC(C)C)c1. Given the product COC(=O)Cc1cc(Cl)cc(Oc2ccc(NC(=O)C(C)(C)C)cc2CSC(C)C)c1, predict the reactants needed to synthesize it. (4) Given the product CC(C)(C)OC(=O)NC1(c2ccc(-c3c(-c4ccc(C(=O)OCc5ccccc5)cc4)nc4n3-c3cccnc3Nc3ccccc3-4)cc2)CCC1, predict the reactants needed to synthesize it. The reactants are: CC(C)(C)OC(=O)NC1(c2ccc(-c3c(Cl)nc4n3-c3cccnc3Nc3ccccc3-4)cc2)CCC1.O=C(OCc1ccccc1)c1ccc(B(O)O)cc1. (5) The reactants are: CC(C)(C)C(=O)OCCl.CCCCc1ncc(C=O)[nH]1. Given the product CCCCc1ncc(C=O)n1COC(=O)C(C)(C)C, predict the reactants needed to synthesize it. (6) Given the product CN(C(=O)NC1CCCCC1)c1ccc(SC(F)(F)F)cc1F, predict the reactants needed to synthesize it. The reactants are: CN(C(=O)Cl)c1ccc(SC(F)(F)F)cc1F.NC1CCCCC1. (7) Given the product O=C(c1ccnc(-c2cccs2)c1)N1CCOCC1, predict the reactants needed to synthesize it. The reactants are: O=C(c1ccnc(-c2cccs2)c1)N1CCCC1.O=C(c1ccnc(Br)c1)N1CCOCC1. (8) Given the product COC(=O)c1c(C=O)c(C)c(C)n1CC=C(Cl)Cl, predict the reactants needed to synthesize it. The reactants are: COC(=O)c1[nH]c(C)c(C)c1C=O.ClCC=C(Cl)Cl.